This data is from Reaction yield outcomes from USPTO patents with 853,638 reactions. The task is: Predict the reaction yield, written as a fraction of the theoretical maximum amount of product (1.0 means a 100% yield; for example, 0.34 means a 34% yield). The reactants are [CH3:1][O:2][CH2:3][CH2:4][O:5][C:6]1[CH:7]=[C:8]2[C:12](=[C:13]([N:15]([CH3:25])[S:16]([C:19]3[CH:24]=[CH:23][CH:22]=[CH:21][N:20]=3)(=[O:18])=[O:17])[CH:14]=1)[NH:11][C:10]([C:26](O)=[O:27])=[CH:9]2.N1(O)C2C=CC=CC=2N=N1.[CH2:39]([S:46][C:47]([CH3:55])([CH:50]([O:53][CH3:54])[O:51][CH3:52])[CH2:48][NH2:49])[C:40]1[CH:45]=[CH:44][CH:43]=[CH:42][CH:41]=1.Cl.CN(C)CCCN=C=NCC. The catalyst is CN(C)C=O. The product is [CH2:39]([S:46][C:47]([CH3:55])([CH:50]([O:51][CH3:52])[O:53][CH3:54])[CH2:48][NH:49][C:26]([C:10]1[NH:11][C:12]2[C:8]([CH:9]=1)=[CH:7][C:6]([O:5][CH2:4][CH2:3][O:2][CH3:1])=[CH:14][C:13]=2[N:15]([CH3:25])[S:16]([C:19]1[CH:24]=[CH:23][CH:22]=[CH:21][N:20]=1)(=[O:18])=[O:17])=[O:27])[C:40]1[CH:45]=[CH:44][CH:43]=[CH:42][CH:41]=1. The yield is 0.760.